From a dataset of NCI-60 drug combinations with 297,098 pairs across 59 cell lines. Regression. Given two drug SMILES strings and cell line genomic features, predict the synergy score measuring deviation from expected non-interaction effect. (1) Drug 1: CN1CCC(CC1)COC2=C(C=C3C(=C2)N=CN=C3NC4=C(C=C(C=C4)Br)F)OC. Drug 2: CCCS(=O)(=O)NC1=C(C(=C(C=C1)F)C(=O)C2=CNC3=C2C=C(C=N3)C4=CC=C(C=C4)Cl)F. Cell line: OVCAR-5. Synergy scores: CSS=14.4, Synergy_ZIP=-1.77, Synergy_Bliss=0.411, Synergy_Loewe=-15.3, Synergy_HSA=-4.17. (2) Drug 1: CN(C)C1=NC(=NC(=N1)N(C)C)N(C)C. Drug 2: CCCCCOC(=O)NC1=NC(=O)N(C=C1F)C2C(C(C(O2)C)O)O. Cell line: MDA-MB-435. Synergy scores: CSS=-7.32, Synergy_ZIP=3.08, Synergy_Bliss=0.692, Synergy_Loewe=-5.34, Synergy_HSA=-4.56. (3) Drug 1: C1=NNC2=C1C(=O)NC=N2. Drug 2: C(CCl)NC(=O)N(CCCl)N=O. Cell line: UACC-257. Synergy scores: CSS=6.05, Synergy_ZIP=-1.33, Synergy_Bliss=2.17, Synergy_Loewe=0.305, Synergy_HSA=0.670. (4) Drug 1: CN1CCC(CC1)COC2=C(C=C3C(=C2)N=CN=C3NC4=C(C=C(C=C4)Br)F)OC. Drug 2: C1C(C(OC1N2C=NC3=C2NC=NCC3O)CO)O. Cell line: HT29. Synergy scores: CSS=8.48, Synergy_ZIP=0.520, Synergy_Bliss=7.40, Synergy_Loewe=-2.53, Synergy_HSA=3.93. (5) Synergy scores: CSS=34.5, Synergy_ZIP=-1.99, Synergy_Bliss=-1.59, Synergy_Loewe=3.06, Synergy_HSA=3.85. Drug 2: C1C(C(OC1N2C=NC(=NC2=O)N)CO)O. Cell line: SW-620. Drug 1: C1CN1C2=NC(=NC(=N2)N3CC3)N4CC4.